Task: Predict the product of the given reaction.. Dataset: Forward reaction prediction with 1.9M reactions from USPTO patents (1976-2016) Given the reactants [F:1][C:2]1[CH:7]=[C:6]([O:8][C@H:9]2[CH2:14][CH2:13][CH2:12][CH2:11][C@@H:10]2[C:15]2[C:16]([N+:20]([O-])=O)=[N:17][NH:18][CH:19]=2)[CH:5]=[C:4]([F:23])[C:3]=1[S:24]([NH:27][C:28]1[N:29]=[CH:30][S:31][CH:32]=1)(=[O:26])=[O:25].[Cl-].[NH4+], predict the reaction product. The product is: [NH2:20][C:16]1[C:15]([C@H:10]2[CH2:11][CH2:12][CH2:13][CH2:14][C@@H:9]2[O:8][C:6]2[CH:5]=[C:4]([F:23])[C:3]([S:24]([NH:27][C:28]3[N:29]=[CH:30][S:31][CH:32]=3)(=[O:25])=[O:26])=[C:2]([F:1])[CH:7]=2)=[CH:19][NH:18][N:17]=1.